From a dataset of NCI-60 drug combinations with 297,098 pairs across 59 cell lines. Regression. Given two drug SMILES strings and cell line genomic features, predict the synergy score measuring deviation from expected non-interaction effect. (1) Drug 1: C1CCC(CC1)NC(=O)N(CCCl)N=O. Drug 2: CC(C)CN1C=NC2=C1C3=CC=CC=C3N=C2N. Cell line: SNB-75. Synergy scores: CSS=11.2, Synergy_ZIP=-5.46, Synergy_Bliss=3.77, Synergy_Loewe=3.06, Synergy_HSA=2.93. (2) Drug 1: CN1C2=C(C=C(C=C2)N(CCCl)CCCl)N=C1CCCC(=O)O.Cl. Drug 2: CC(C)CN1C=NC2=C1C3=CC=CC=C3N=C2N. Cell line: NCI-H460. Synergy scores: CSS=4.84, Synergy_ZIP=-1.70, Synergy_Bliss=-2.57, Synergy_Loewe=-1.01, Synergy_HSA=-2.15. (3) Drug 1: CS(=O)(=O)OCCCCOS(=O)(=O)C. Drug 2: CN(C(=O)NC(C=O)C(C(C(CO)O)O)O)N=O. Cell line: BT-549. Synergy scores: CSS=2.82, Synergy_ZIP=0.525, Synergy_Bliss=4.21, Synergy_Loewe=-8.55, Synergy_HSA=-2.34. (4) Cell line: M14. Drug 2: N.N.Cl[Pt+2]Cl. Drug 1: C1CNP(=O)(OC1)N(CCCl)CCCl. Synergy scores: CSS=20.9, Synergy_ZIP=1.16, Synergy_Bliss=1.56, Synergy_Loewe=-30.1, Synergy_HSA=-3.12. (5) Drug 2: CN(C)N=NC1=C(NC=N1)C(=O)N. Synergy scores: CSS=19.4, Synergy_ZIP=-11.7, Synergy_Bliss=-7.73, Synergy_Loewe=-62.4, Synergy_HSA=-7.71. Drug 1: CC1=C2C(C(=O)C3(C(CC4C(C3C(C(C2(C)C)(CC1OC(=O)C(C(C5=CC=CC=C5)NC(=O)OC(C)(C)C)O)O)OC(=O)C6=CC=CC=C6)(CO4)OC(=O)C)OC)C)OC. Cell line: OVCAR-4. (6) Drug 1: CC1C(C(CC(O1)OC2CC(CC3=C2C(=C4C(=C3O)C(=O)C5=C(C4=O)C(=CC=C5)OC)O)(C(=O)C)O)N)O.Cl. Drug 2: CC(C)CN1C=NC2=C1C3=CC=CC=C3N=C2N. Cell line: OVCAR-8. Synergy scores: CSS=33.4, Synergy_ZIP=-3.86, Synergy_Bliss=4.67, Synergy_Loewe=-8.16, Synergy_HSA=3.47. (7) Drug 1: CC1C(C(=O)NC(C(=O)N2CCCC2C(=O)N(CC(=O)N(C(C(=O)O1)C(C)C)C)C)C(C)C)NC(=O)C3=C4C(=C(C=C3)C)OC5=C(C(=O)C(=C(C5=N4)C(=O)NC6C(OC(=O)C(N(C(=O)CN(C(=O)C7CCCN7C(=O)C(NC6=O)C(C)C)C)C)C(C)C)C)N)C. Drug 2: C(CCl)NC(=O)N(CCCl)N=O. Cell line: IGROV1. Synergy scores: CSS=9.31, Synergy_ZIP=-1.89, Synergy_Bliss=-7.30, Synergy_Loewe=-14.4, Synergy_HSA=-5.25. (8) Drug 1: COC1=CC(=CC(=C1O)OC)C2C3C(COC3=O)C(C4=CC5=C(C=C24)OCO5)OC6C(C(C7C(O6)COC(O7)C8=CC=CS8)O)O. Drug 2: C1C(C(OC1N2C=NC3=C2NC=NCC3O)CO)O. Cell line: NCIH23. Synergy scores: CSS=48.8, Synergy_ZIP=-3.52, Synergy_Bliss=-2.36, Synergy_Loewe=-26.9, Synergy_HSA=-1.59. (9) Drug 2: C1CN(CCN1C(=O)CCBr)C(=O)CCBr. Drug 1: COC1=NC(=NC2=C1N=CN2C3C(C(C(O3)CO)O)O)N. Synergy scores: CSS=6.84, Synergy_ZIP=-1.90, Synergy_Bliss=-0.861, Synergy_Loewe=-1.24, Synergy_HSA=-0.150. Cell line: NCI-H226. (10) Drug 1: COC1=C(C=C2C(=C1)N=CN=C2NC3=CC(=C(C=C3)F)Cl)OCCCN4CCOCC4. Drug 2: C1=C(C(=O)NC(=O)N1)F. Cell line: SK-MEL-2. Synergy scores: CSS=36.6, Synergy_ZIP=-4.89, Synergy_Bliss=-5.62, Synergy_Loewe=-4.60, Synergy_HSA=-1.72.